From a dataset of Reaction yield outcomes from USPTO patents with 853,638 reactions. Predict the reaction yield, written as a fraction of the theoretical maximum amount of product (1.0 means a 100% yield; for example, 0.34 means a 34% yield). (1) The reactants are F[C:2]1[CH:9]=[CH:8][C:5]([CH:6]=[O:7])=[CH:4][C:3]=1[C:10]([F:13])([F:12])[F:11].[F:14][C:15]([F:24])([F:23])[C:16]1[CH:17]=[C:18]([OH:22])[CH:19]=[CH:20][CH:21]=1.C([O-])([O-])=O.[K+].[K+]. The catalyst is CS(C)=O. The product is [F:11][C:10]([F:13])([F:12])[C:3]1[CH:4]=[C:5]([CH:8]=[CH:9][C:2]=1[O:22][C:18]1[CH:19]=[CH:20][CH:21]=[C:16]([C:15]([F:14])([F:23])[F:24])[CH:17]=1)[CH:6]=[O:7]. The yield is 0.910. (2) The product is [C:15]([O:18][C:19](=[O:20])[NH:8][C:7]1[CH:9]=[CH:10][C:4]([CH2:1][CH2:2][CH3:3])=[C:5]([N+:11]([O-:13])=[O:12])[CH:6]=1)([CH3:17])([CH3:16])[CH3:14]. The reactants are [CH2:1]([C:4]1[CH:10]=[CH:9][C:7]([NH2:8])=[CH:6][C:5]=1[N+:11]([O-:13])=[O:12])[CH2:2][CH3:3].[CH3:14][C:15]([O:18][C:19](O[C:19]([O:18][C:15]([CH3:17])([CH3:16])[CH3:14])=[O:20])=[O:20])([CH3:17])[CH3:16]. The yield is 0.870. The catalyst is N1C=CC=CC=1.C(Cl)Cl. (3) The reactants are [CH2:1]([CH2:3][NH2:4])[OH:2].CCN(CC)CC.[Br:12][C:13]1[CH:18]=[CH:17][C:16]([S:19](Cl)(=[O:21])=[O:20])=[C:15]([F:23])[CH:14]=1. The catalyst is C(Cl)Cl.CCOC(C)=O. The product is [Br:12][C:13]1[CH:18]=[CH:17][C:16]([S:19]([NH:4][CH2:3][CH2:1][OH:2])(=[O:20])=[O:21])=[C:15]([F:23])[CH:14]=1. The yield is 0.800. (4) The reactants are Br[C:2]1[CH:3]=[C:4]([N:22]([CH2:29][CH3:30])[CH:23]2[CH2:28][CH2:27][O:26][CH2:25][CH2:24]2)[C:5]([CH3:21])=[C:6]([CH:20]=1)[C:7]([NH:9][CH2:10][C:11]1[C:12](=[O:19])[NH:13][C:14]([CH3:18])=[CH:15][C:16]=1[CH3:17])=[O:8].[OH:31][CH2:32][C:33]1[CH:38]=[CH:37][C:36](B(O)O)=[CH:35][CH:34]=1.C([O-])([O-])=O.[Na+].[Na+]. The catalyst is O1CCOCC1.O.C1C=CC([P]([Pd]([P](C2C=CC=CC=2)(C2C=CC=CC=2)C2C=CC=CC=2)([P](C2C=CC=CC=2)(C2C=CC=CC=2)C2C=CC=CC=2)[P](C2C=CC=CC=2)(C2C=CC=CC=2)C2C=CC=CC=2)(C2C=CC=CC=2)C2C=CC=CC=2)=CC=1. The product is [CH3:17][C:16]1[CH:15]=[C:14]([CH3:18])[NH:13][C:12](=[O:19])[C:11]=1[CH2:10][NH:9][C:7]([C:6]1[CH:20]=[C:2]([C:36]2[CH:37]=[CH:38][C:33]([CH2:32][OH:31])=[CH:34][CH:35]=2)[CH:3]=[C:4]([N:22]([CH2:29][CH3:30])[CH:23]2[CH2:28][CH2:27][O:26][CH2:25][CH2:24]2)[C:5]=1[CH3:21])=[O:8]. The yield is 0.620.